This data is from Catalyst prediction with 721,799 reactions and 888 catalyst types from USPTO. The task is: Predict which catalyst facilitates the given reaction. (1) Reactant: CC[O-].[Na+].[SH:5][C:6]1[C:11]([C:12]#[N:13])=[C:10]([CH3:14])[CH:9]=[C:8]([C:15]2[CH:20]=[CH:19][C:18]([O:21][CH3:22])=[C:17]([O:23][CH3:24])[CH:16]=2)[N:7]=1.Cl[CH2:26][C:27]([NH2:29])=[O:28].O. Product: [NH2:13][C:12]1[C:11]2[C:6](=[N:7][C:8]([C:15]3[CH:20]=[CH:19][C:18]([O:21][CH3:22])=[C:17]([O:23][CH3:24])[CH:16]=3)=[CH:9][C:10]=2[CH3:14])[S:5][C:26]=1[C:27]([NH2:29])=[O:28]. The catalyst class is: 8. (2) Reactant: [NH2:1][C:2]1[CH:7]=[CH:6][C:5]([N:8]2[CH2:13][CH2:12][CH2:11][CH2:10][C:9]2=O)=[C:4]([CH3:15])[CH:3]=1.COC1C=CC(P2(=S)SP(=S)(C3C=CC(OC)=CC=3)[S:25]2)=CC=1. Product: [NH2:1][C:2]1[CH:7]=[CH:6][C:5]([N:8]2[CH2:13][CH2:12][CH2:11][CH2:10][C:9]2=[S:25])=[C:4]([CH3:15])[CH:3]=1. The catalyst class is: 11. (3) Product: [CH3:11][C:4]1[N:3]=[C:2]([C:12]2[CH:17]=[CH:16][CH:15]=[CH:14][CH:13]=2)[C:7]([N+:8]([O-:10])=[O:9])=[CH:6][CH:5]=1. The catalyst class is: 128. Reactant: Cl[C:2]1[C:7]([N+:8]([O-:10])=[O:9])=[CH:6][CH:5]=[C:4]([CH3:11])[N:3]=1.[C:12]1(B(O)O)[CH:17]=[CH:16][CH:15]=[CH:14][CH:13]=1.C(=O)([O-])[O-].[K+].[K+]. (4) Reactant: Cl.O1CCOCC1.C(OC([N:15]1[CH2:19][C@@H:18]([CH2:20][N:21]([CH:38]([CH3:40])[CH3:39])[C:22](=[O:37])[C:23]2[CH:28]=[CH:27][C:26]([O:29][CH3:30])=[C:25]([O:31][CH2:32][CH2:33][CH2:34][O:35][CH3:36])[CH:24]=2)[C@H:17]([O:41][C:42](=[O:51])[NH:43][CH2:44][C:45]2[CH:50]=[CH:49][CH:48]=[CH:47][CH:46]=2)[CH2:16]1)=O)(C)(C)C. Product: [CH:38]([N:21]([CH2:20][C@@H:18]1[CH2:19][NH:15][CH2:16][C@H:17]1[O:41][C:42](=[O:51])[NH:43][CH2:44][C:45]1[CH:50]=[CH:49][CH:48]=[CH:47][CH:46]=1)[C:22](=[O:37])[C:23]1[CH:28]=[CH:27][C:26]([O:29][CH3:30])=[C:25]([O:31][CH2:32][CH2:33][CH2:34][O:35][CH3:36])[CH:24]=1)([CH3:40])[CH3:39]. The catalyst class is: 12. (5) Reactant: Cl.[C:2]([C:6]1[CH:10]=[C:9]([NH2:11])[N:8]([CH:12]2[CH2:17][CH2:16][CH2:15][CH2:14][CH2:13]2)[N:7]=1)([CH3:5])([CH3:4])[CH3:3].C(=O)([O-])[O-].[K+].[K+].Cl[C:25]([O:27][C:28]1[CH:33]=[CH:32][CH:31]=[CH:30][CH:29]=1)=[O:26].C(N(CC)C(C)C)(C)C. Product: [C:2]([C:6]1[CH:10]=[C:9]([NH:11][C:25](=[O:26])[O:27][C:28]2[CH:33]=[CH:32][CH:31]=[CH:30][CH:29]=2)[N:8]([CH:12]2[CH2:17][CH2:16][CH2:15][CH2:14][CH2:13]2)[N:7]=1)([CH3:5])([CH3:3])[CH3:4]. The catalyst class is: 1. (6) Product: [F:22][C:16]1[CH:17]=[CH:18][C:19]([F:21])=[CH:20][C:15]=1[C:13]1[CH2:12][N:11]([C:23]([N:32]([CH3:46])[CH:33]2[CH2:38][CH2:37][CH2:36][NH:35][CH2:34]2)=[O:24])[C:10]([CH2:9][OH:8])([C:26]2[CH:27]=[CH:28][CH:29]=[CH:30][CH:31]=2)[CH:14]=1. The catalyst class is: 118. Reactant: [Si]([O:8][CH2:9][C:10]1([C:26]2[CH:31]=[CH:30][CH:29]=[CH:28][CH:27]=2)[CH:14]=[C:13]([C:15]2[CH:20]=[C:19]([F:21])[CH:18]=[CH:17][C:16]=2[F:22])[CH2:12][N:11]1[C:23](Cl)=[O:24])(C(C)(C)C)(C)C.[NH2:32][CH:33]1[CH2:38][CH2:37][CH2:36][N:35](C(OC(C)(C)C)=O)[CH2:34]1.[CH2:46](N(CC)CC)C.CI.[H-].[Na+]. (7) Reactant: [CH:1]([N:4]([CH3:34])[C@@H:5]1[CH2:10][CH2:9][C@H:8]([N:11]2[CH2:15][CH2:14][C@H:13]([NH:16]C(=O)OCC3C=CC=CC=3)[C:12]2=[O:27])[C@H:7]([CH2:28][S:29]([CH2:32][CH3:33])(=[O:31])=[O:30])[CH2:6]1)([CH3:3])[CH3:2].Br.CC(O)=O. Product: [NH2:16][C@H:13]1[CH2:14][CH2:15][N:11]([C@H:8]2[CH2:9][CH2:10][C@@H:5]([N:4]([CH:1]([CH3:3])[CH3:2])[CH3:34])[CH2:6][C@H:7]2[CH2:28][S:29]([CH2:32][CH3:33])(=[O:31])=[O:30])[C:12]1=[O:27]. The catalyst class is: 28.